This data is from Forward reaction prediction with 1.9M reactions from USPTO patents (1976-2016). The task is: Predict the product of the given reaction. (1) The product is: [Cl:1][C:2]1[CH:3]=[CH:4][C:5]([O:32][CH:33]([F:35])[F:34])=[C:6]([C:8]2[N:9]=[C:10]([N:25]3[CH2:26][CH2:27][CH:28]([N:37]([CH2:38][CH2:39][C:40]#[N:41])[CH3:36])[CH2:29][CH2:30]3)[S:11][C:12]=2[NH:13][C:14]([C:16]2[CH:17]=[N:18][N:19]3[CH:24]=[CH:23][CH:22]=[N:21][C:20]=23)=[O:15])[CH:7]=1. Given the reactants [Cl:1][C:2]1[CH:3]=[CH:4][C:5]([O:32][CH:33]([F:35])[F:34])=[C:6]([C:8]2[N:9]=[C:10]([N:25]3[CH2:30][CH2:29][C:28](=O)[CH2:27][CH2:26]3)[S:11][C:12]=2[NH:13][C:14]([C:16]2[CH:17]=[N:18][N:19]3[CH:24]=[CH:23][CH:22]=[N:21][C:20]=23)=[O:15])[CH:7]=1.[CH3:36][NH:37][CH2:38][CH2:39][C:40]#[N:41].C(O)(=O)C.C([BH3-])#N, predict the reaction product. (2) Given the reactants [F:1][C:2]1[CH:3]=[C:4]([NH:10][C:11]2[C:16]([C:17]3[N:22]=[C:21]([CH3:23])[N:20]=[C:19]([N:24]([CH2:34][C:35]4[CH:40]=[CH:39][C:38]([O:41][CH3:42])=[CH:37][CH:36]=4)[CH2:25][C:26]4[CH:31]=[CH:30][C:29]([O:32][CH3:33])=[CH:28][CH:27]=4)[N:18]=3)=[CH:15][C:14]([CH2:43][N:44]3[CH2:49][CH2:48][NH:47][CH2:46][CH2:45]3)=[CH:13][N:12]=2)[CH:5]=[N:6][C:7]=1[O:8][CH3:9].ClCCl.C(N(CC)CC)C.[CH3:60][S:61](Cl)(=[O:63])=[O:62], predict the reaction product. The product is: [F:1][C:2]1[CH:3]=[C:4]([NH:10][C:11]2[C:16]([C:17]3[N:22]=[C:21]([CH3:23])[N:20]=[C:19]([N:24]([CH2:25][C:26]4[CH:27]=[CH:28][C:29]([O:32][CH3:33])=[CH:30][CH:31]=4)[CH2:34][C:35]4[CH:40]=[CH:39][C:38]([O:41][CH3:42])=[CH:37][CH:36]=4)[N:18]=3)=[CH:15][C:14]([CH2:43][N:44]3[CH2:49][CH2:48][N:47]([S:61]([CH3:60])(=[O:63])=[O:62])[CH2:46][CH2:45]3)=[CH:13][N:12]=2)[CH:5]=[N:6][C:7]=1[O:8][CH3:9]. (3) Given the reactants [CH3:1][C:2]1[C:11]2[NH:10][C:9](=O)[C@@H:8]3[CH2:13][N:14]([C:16]([O:18][C:19]([CH3:22])([CH3:21])[CH3:20])=[O:17])[CH2:15][C@@H:7]3[C:6]=2[CH:5]=[CH:4][CH:3]=1, predict the reaction product. The product is: [CH3:1][C:2]1[C:11]2[NH:10][CH2:9][C@@H:8]3[CH2:13][N:14]([C:16]([O:18][C:19]([CH3:22])([CH3:21])[CH3:20])=[O:17])[CH2:15][C@@H:7]3[C:6]=2[CH:5]=[CH:4][CH:3]=1. (4) Given the reactants [CH3:1][NH:2][C:3]1[CH:12]=[CH:11][C:10]2[NH:9][C:8](=[O:13])[C:7]3[NH:14][CH:15]=[CH:16][C:6]=3[C:5]=2[CH:4]=1.Cl.[CH2:18]([C:20]([OH:22])=[O:21])[CH3:19].NC1C=CC2NC(=O)C3NC=CC=3C=2C=1.C(C([O-])=O)C.[CH3:43][S:44](Cl)(=[O:46])=[O:45], predict the reaction product. The product is: [CH3:43][S:44]([N:2]([CH3:1])[C:3]1[CH:12]=[CH:11][C:10]2[NH:9][C:8](=[O:13])[C:7]3[NH:14][CH:15]=[CH:16][C:6]=3[C:5]=2[CH:4]=1)(=[O:46])=[O:45].[CH2:18]([C:20]([O-:22])=[O:21])[CH3:19].